Dataset: Experimentally validated miRNA-target interactions with 360,000+ pairs, plus equal number of negative samples. Task: Binary Classification. Given a miRNA mature sequence and a target amino acid sequence, predict their likelihood of interaction. (1) The miRNA is mmu-miR-467b-3p with sequence AUAUACAUACACACACCAACAC. The protein sequence of the target gene is MSSKQATSPFACAADGEDAMTQDLTSREKEEGSDQHVASHLPLHPIMHNKPHSEELPTLVSTIQQDADWDSVLSSQQRMESENNKLCSLYSFRNTSTSPHKPDEGSRDREIMTSVTFGTPERRKGSLADVVDTLKQKKLEEMTRTEQEDSSCMEKLLSKDWKEKMERLNTSELLGEIKGTPESLAEKERQLSTMITQLISLREQLLAAHDEQKKLAASQIEKQRQQMDLARQQQEQIARQQQQLLQQQHKINLLQQQIQVQGHMPPLMIPIFPHDQRTLAAAAAAQQGFLFPPGITYKPG.... Result: 0 (no interaction). (2) The miRNA is cel-miR-247-3p with sequence UGACUAGAGCCUAUUCUCUUCU. The protein sequence of the target gene is MSTESGPGTRLRNLPVMGDGLETSQMSTTQAQAQPQPANAASTNPPPPETSNPNKPKRQTNQLQYLLRVVLKTLWKHQFAWPFQQPVDAVKLNLPDYYKIIKTPMDMGTIKKRLENNYYWNAQECIQDFNTMFTNCYIYNKPGDDIVLMAEALEKLFLQKINELPTEETEIMIVQAKGRGRGRKETGAAKPGVSTVPNTTQASTSPQTQTPQQNPPPPVQATTHPFPAVTPDLIAQPPVMTMVPPQPLQTPSPVPPQPPPPPAPVPQPVQSHPPIIATTPQPVKTKKGVKRKADTTTPTT.... Result: 0 (no interaction). (3) The miRNA is hsa-miR-200a-5p with sequence CAUCUUACCGGACAGUGCUGGA. The protein sequence of the target gene is MPQLSLSWLGLGPVAASPWLLLLLVGGSWLLARVLAWTYTFYDNCRRLQCFPQPPKQNWFWGHQGLVTPTEEGMKTLTQLVTTYPQGFKLWLGPTFPLLILCHPDIIRPITSASAAVAPKDMIFYGFLKPWLGDGLLLSGGDKWSRHRRMLTPAFHFNILKPYMKIFNKSVNIMHDKWQRLASEGSARLDMFEHISLMTLDSLQKCVFSFESNCQEKPSEYIAAILELSAFVEKRNQQILLHTDFLYYLTPDGQRFRRACHLVHDFTDAVIQERRCTLPTQGIDDFLKNKAKSKTLDFID.... Result: 1 (interaction).